Dataset: Full USPTO retrosynthesis dataset with 1.9M reactions from patents (1976-2016). Task: Predict the reactants needed to synthesize the given product. Given the product [CH3:25][S:21]([C:3]1[N:8]=[C:7]([C:9]2[CH:10]=[CH:11][C:12]([C:15]([F:18])([F:16])[F:17])=[CH:13][CH:14]=2)[CH:6]=[CH:5][N:4]=1)(=[O:23])=[O:20], predict the reactants needed to synthesize it. The reactants are: CS[C:3]1[N:8]=[C:7]([C:9]2[CH:14]=[CH:13][C:12]([C:15]([F:18])([F:17])[F:16])=[CH:11][CH:10]=2)[CH:6]=[CH:5][N:4]=1.O[O:20][S:21]([O-:23])=O.[K+].[CH3:25]O.